Predict which catalyst facilitates the given reaction. From a dataset of Catalyst prediction with 721,799 reactions and 888 catalyst types from USPTO. (1) Reactant: [Cl:1][C:2]1[CH:43]=[CH:42][C:5]([CH2:6][CH2:7][NH:8][C:9]([C:11]2[CH:41]=[CH:40][C:14]([O:15][C:16]3[CH:21]=[CH:20][C:19]([CH2:22][C:23]([O:25]C(C)(C)C)=[O:24])=[CH:18][C:17]=3[CH2:30][NH:31][C:32](=[O:39])[C:33]3[CH:38]=[CH:37][CH:36]=[N:35][CH:34]=3)=[CH:13][CH:12]=2)=[O:10])=[CH:4][CH:3]=1.C(O)(C(F)(F)F)=O. Product: [Cl:1][C:2]1[CH:3]=[CH:4][C:5]([CH2:6][CH2:7][NH:8][C:9]([C:11]2[CH:12]=[CH:13][C:14]([O:15][C:16]3[CH:21]=[CH:20][C:19]([CH2:22][C:23]([OH:25])=[O:24])=[CH:18][C:17]=3[CH2:30][NH:31][C:32](=[O:39])[C:33]3[CH:38]=[CH:37][CH:36]=[N:35][CH:34]=3)=[CH:40][CH:41]=2)=[O:10])=[CH:42][CH:43]=1. The catalyst class is: 4. (2) Reactant: [CH:1]([OH:3])=O.C(OC(=O)C)(=O)C.[CH2:11]([C:13]1[CH:19]=[CH:18][CH:17]=[C:16]([CH2:20][CH3:21])[C:14]=1[NH2:15])[CH3:12]. Product: [CH:1]([NH:15][C:14]1[C:16]([CH2:20][CH3:21])=[CH:17][CH:18]=[CH:19][C:13]=1[CH2:11][CH3:12])=[O:3]. The catalyst class is: 4. (3) Reactant: C(=O)(O)[O-].[Na+].Cl.[CH2:7]([O:14][C:15](=[O:36])[C@H:16]([CH:33]([CH3:35])[CH3:34])[NH:17][CH2:18][C:19]1[CH:24]=[CH:23][C:22]([C:25]2[CH:30]=[CH:29][CH:28]=[CH:27][C:26]=2[C:31]#[N:32])=[CH:21][CH:20]=1)[C:8]1[CH:13]=[CH:12][CH:11]=[CH:10][CH:9]=1.[CH2:37]([O:44]C(=O)[C@H](C(C)C)NCC1C=CC(C2C=CC=CC=2C#N)=CC=1)[C:38]1C=C[CH:41]=[CH:40][CH:39]=1.C(N(CC)C(C)C)(C)C.C(Cl)(=O)CCCC. Product: [CH2:7]([O:14][C:15](=[O:36])[C@H:16]([CH:33]([CH3:34])[CH3:35])[N:17]([CH2:18][C:19]1[CH:20]=[CH:21][C:22]([C:25]2[CH:30]=[CH:29][CH:28]=[CH:27][C:26]=2[C:31]#[N:32])=[CH:23][CH:24]=1)[C:37](=[O:44])[CH2:38][CH2:39][CH2:40][CH3:41])[C:8]1[CH:13]=[CH:12][CH:11]=[CH:10][CH:9]=1. The catalyst class is: 226. (4) Reactant: Cl.[NH2:2][C@@H:3]([CH2:16][CH2:17][C:18]([NH:20][CH:21]1[CH2:29][C:28]2[C:23](=[CH:24][CH:25]=[CH:26][CH:27]=2)[CH2:22]1)=[O:19])[C:4]([NH:6][CH:7]1[CH2:15][C:14]2[C:9](=[CH:10][CH:11]=[CH:12][CH:13]=2)[CH2:8]1)=[O:5].[CH3:30][O:31][C:32]([CH2:34][C@@H:35]([CH2:39][CH:40]([CH3:42])[CH3:41])[C:36](O)=[O:37])=[O:33].C(Cl)CCl.C1C=CC2N(O)N=NC=2C=1.CN1CCOCC1. Product: [CH2:15]1[C:14]2[C:9](=[CH:10][CH:11]=[CH:12][CH:13]=2)[CH2:8][CH:7]1[NH:6][C:4]([C@@H:3]([NH:2][C:36]([C@H:35]([CH2:39][CH:40]([CH3:42])[CH3:41])[CH2:34][C:32]([O:31][CH3:30])=[O:33])=[O:37])[CH2:16][CH2:17][C:18](=[O:19])[NH:20][CH:21]1[CH2:29][C:28]2[C:23](=[CH:24][CH:25]=[CH:26][CH:27]=2)[CH2:22]1)=[O:5]. The catalyst class is: 4. (5) Reactant: [OH-].[Na+].[Cl:3][C:4]1[CH:16]=[C:15]([C:17]2[CH:18]=[N:19][CH:20]=[CH:21][CH:22]=2)[CH:14]=[CH:13][C:5]=1[O:6][CH2:7][C:8]([O:10]CC)=[O:9].CCO.Cl. Product: [Cl:3][C:4]1[CH:16]=[C:15]([C:17]2[CH:18]=[N:19][CH:20]=[CH:21][CH:22]=2)[CH:14]=[CH:13][C:5]=1[O:6][CH2:7][C:8]([OH:10])=[O:9]. The catalyst class is: 6. (6) Reactant: [CH3:1][Mg]Br.[CH3:4][N:5]([CH3:29])[S:6]([N:9]1[CH:13]=[CH:12][C:11]([C:14]([C:22]2[CH:27]=[CH:26][CH:25]=[C:24]([Cl:28])[CH:23]=2)=[N:15][S:16]([C:18]([CH3:21])([CH3:20])[CH3:19])=[O:17])=[N:10]1)(=[O:8])=[O:7]. Product: [CH3:29][N:5]([CH3:4])[S:6]([N:9]1[CH:13]=[CH:12][C:11]([C:14]([C:22]2[CH:27]=[CH:26][CH:25]=[C:24]([Cl:28])[CH:23]=2)([NH:15][S:16]([C:18]([CH3:21])([CH3:20])[CH3:19])=[O:17])[CH3:1])=[N:10]1)(=[O:8])=[O:7]. The catalyst class is: 1.